From a dataset of Reaction yield outcomes from USPTO patents with 853,638 reactions. Predict the reaction yield, written as a fraction of the theoretical maximum amount of product (1.0 means a 100% yield; for example, 0.34 means a 34% yield). (1) The product is [O:16]=[C:15]1[C:14]2[C:9](=[CH:10][CH:11]=[CH:12][CH:13]=2)[NH:8][CH:7]=[C:6]1[C:4]([OH:5])=[O:3]. The catalyst is [OH-].[Na+]. The reactants are C([O:3][C:4]([C:6]1[CH:7]=[N:8][C:9]2[C:14]([C:15]=1[OH:16])=[CH:13][CH:12]=[CH:11][CH:10]=2)=[O:5])C. The yield is 0.920. (2) The reactants are [Cl:1][C:2]1[CH:3]=[C:4]([Cl:12])[C:5]2[N:6]([N:8]=[C:9]([NH2:11])[N:10]=2)[CH:7]=1.Br[C:14]1[CH:19]=[CH:18][C:17]([N:20]2[CH:24]=[C:23]([CH3:25])[N:22]=[CH:21]2)=[C:16]([O:26][CH3:27])[CH:15]=1.C(Cl)Cl. The catalyst is C(Cl)Cl.CO. The yield is 0.470. The product is [Cl:1][C:2]1[CH:3]=[C:4]([Cl:12])[C:5]2[N:6]([N:8]=[C:9]([NH:11][C:14]3[CH:19]=[CH:18][C:17]([N:20]4[CH:24]=[C:23]([CH3:25])[N:22]=[CH:21]4)=[C:16]([O:26][CH3:27])[CH:15]=3)[N:10]=2)[CH:7]=1. (3) The catalyst is C(Cl)(Cl)Cl. The yield is 0.380. The product is [CH:1]1([C@H:7]([NH:9][C:10](=[O:18])[C:11]2[CH:16]=[CH:15][C:14]([CH2:17][OH:25])=[N:13][CH:12]=2)[CH3:8])[CH2:6][CH2:5][CH2:4][CH2:3][CH2:2]1. The reactants are [CH:1]1([C@H:7]([NH:9][C:10](=[O:18])[C:11]2[CH:16]=[CH:15][C:14]([CH3:17])=[N:13][CH:12]=2)[CH3:8])[CH2:6][CH2:5][CH2:4][CH2:3][CH2:2]1.CC1C=CC(C(O)=[O:25])=CN=1.C1C=C(Cl)C=C(C(OO)=O)C=1.C([O-])(O)=O.[Na+].